Dataset: Reaction yield outcomes from USPTO patents with 853,638 reactions. Task: Predict the reaction yield, written as a fraction of the theoretical maximum amount of product (1.0 means a 100% yield; for example, 0.34 means a 34% yield). (1) The reactants are [Br:1][C:2]1[C:10]([Cl:11])=[CH:9][C:5]([C:6]([OH:8])=[O:7])=[C:4]([NH:12]N=C(CC)C)[CH:3]=1.C(O)(C(F)(F)F)=O.[C:25]1(C)[CH:30]=CC=[CH:27][CH:26]=1. No catalyst specified. The product is [Br:1][C:2]1[C:10]([Cl:11])=[CH:9][C:5]([C:6]([OH:8])=[O:7])=[C:4]2[C:3]=1[C:25]([CH3:30])=[C:26]([CH3:27])[NH:12]2. The yield is 0.690. (2) The reactants are [Cl:1][C:2]1[CH:10]=[C:9]2[C:5]([CH:6]=[C:7]([CH:11]=[O:12])[NH:8]2)=[CH:4][CH:3]=1.[H-].[Na+].[CH:15](Br)([C:22]1[CH:27]=[CH:26][CH:25]=[CH:24][CH:23]=1)[C:16]1[CH:21]=[CH:20][CH:19]=[CH:18][CH:17]=1. The catalyst is CN(C=O)C.[N+](CCCC)(CCCC)(CCCC)CCCC.[I-]. The product is [CH:15]([N:8]1[C:9]2[C:5](=[CH:4][CH:3]=[C:2]([Cl:1])[CH:10]=2)[CH:6]=[C:7]1[CH:11]=[O:12])([C:16]1[CH:21]=[CH:20][CH:19]=[CH:18][CH:17]=1)[C:22]1[CH:27]=[CH:26][CH:25]=[CH:24][CH:23]=1. The yield is 0.400.